Dataset: Full USPTO retrosynthesis dataset with 1.9M reactions from patents (1976-2016). Task: Predict the reactants needed to synthesize the given product. (1) Given the product [OH:31][C:32]1[CH:37]=[C:36]([C:18]2[N:19]([C:24]([O:26][C:27]([CH3:28])([CH3:29])[CH3:30])=[O:25])[CH2:20][CH2:21][O:22][CH:23]=2)[CH:35]=[CH:34][CH:33]=1, predict the reactants needed to synthesize it. The reactants are: O(P(O[C:18]1[N:19]([C:24]([O:26][C:27]([CH3:30])([CH3:29])[CH3:28])=[O:25])[CH2:20][CH2:21][O:22][CH:23]=1)(OC1C=CC=CC=1)=O)C1C=CC=CC=1.[OH:31][C:32]1[CH:33]=[C:34](B(O)O)[CH:35]=[CH:36][CH:37]=1. (2) Given the product [F:24][C:21]1[CH:20]=[CH:19][CH:18]=[C:17]2[C:22]=1[CH2:23][NH:15][CH:16]2[CH2:3][S:4]([OH:7])(=[O:6])=[O:5], predict the reactants needed to synthesize it. The reactants are: [H][H].[CH3:3][S:4]([O-:7])(=[O:6])=[O:5].C([N+:15]1(CC2C=CC=CC=2)[CH2:23][C:22]2[C:17](=[CH:18][CH:19]=[CH:20][C:21]=2[F:24])[CH2:16]1)C1C=CC=CC=1. (3) Given the product [ClH:27].[NH2:1][C:2]1[N:6]([CH3:7])[C:5](=[O:8])[C:4]([C:15]2[CH:20]=[CH:19][CH:18]=[C:17]([CH:21]3[CH2:22][CH2:23][CH2:24][CH2:25][CH2:26]3)[CH:16]=2)([CH:9]2[CH2:10][CH2:11][NH:12][CH2:13][CH2:14]2)[N:3]=1, predict the reactants needed to synthesize it. The reactants are: [NH2:1][C:2]1[N:6]([CH3:7])[C:5](=[O:8])[C:4]([C:15]2[CH:16]=[C:17]([C:21]3[CH:26]=[CH:25][CH:24]=[CH:23][CH:22]=3)[CH:18]=[CH:19][CH:20]=2)([C:9]2[CH:14]=[CH:13][N:12]=[CH:11][CH:10]=2)[N:3]=1.[ClH:27]. (4) Given the product [CH2:36]([N:22]([C@H:19]1[CH2:18][CH2:17][C@H:16]([C:3]([OH:8])([C:2]([F:34])([F:1])[F:33])[C:4]([F:5])([F:6])[F:7])[CH2:21][CH2:20]1)[S:23]([C:26]1[S:30][C:29]([CH2:31][CH2:40][CH3:41])=[N:28][C:27]=1[CH3:32])(=[O:25])=[O:24])[CH3:37], predict the reactants needed to synthesize it. The reactants are: [F:1][C:2]([F:34])([F:33])[C:3]([C@H:16]1[CH2:21][CH2:20][C@H:19]([NH:22][S:23]([C:26]2[S:30][C:29]([CH3:31])=[N:28][C:27]=2[CH3:32])(=[O:25])=[O:24])[CH2:18][CH2:17]1)([O:8][Si](CC)(CC)CC)[C:4]([F:7])([F:6])[F:5].[Li][CH2:36][CH2:37]CC.[CH2:40](I)[CH3:41].CCCC[N+](CCCC)(CCCC)CCCC.[F-]. (5) The reactants are: [NH2:1][C:2]1[S:3][CH:4]=[C:5]([CH2:7][C:8]([O:10][CH2:11][CH3:12])=[O:9])[N:6]=1.C(N(CC)CC)C.[C:20](O[C:20]([O:22][C:23]([CH3:26])([CH3:25])[CH3:24])=[O:21])([O:22][C:23]([CH3:26])([CH3:25])[CH3:24])=[O:21]. Given the product [C:23]([O:22][C:20]([NH:1][C:2]1[S:3][CH:4]=[C:5]([CH2:7][C:8]([O:10][CH2:11][CH3:12])=[O:9])[N:6]=1)=[O:21])([CH3:26])([CH3:25])[CH3:24], predict the reactants needed to synthesize it.